This data is from Reaction yield outcomes from USPTO patents with 853,638 reactions. The task is: Predict the reaction yield, written as a fraction of the theoretical maximum amount of product (1.0 means a 100% yield; for example, 0.34 means a 34% yield). (1) The product is [CH2:1]1[CH:12]2[CH:4]([NH:5][C:6]3[C:7]([C:13]([NH:15][C@@H:16]([CH2:21][OH:22])[C:17]([OH:19])=[O:18])=[O:14])=[CH:8][CH:9]=[CH:10][C:11]=32)[CH2:3][CH2:2]1. The reactants are [CH2:1]1[CH:12]2[CH:4]([NH:5][C:6]3[C:7]([C:13]([NH:15][C@@H:16]([CH2:21][OH:22])[C:17]([O:19]C)=[O:18])=[O:14])=[CH:8][CH:9]=[CH:10][C:11]=32)[CH2:3][CH2:2]1.[OH-].[Li+]. The yield is 0.170. The catalyst is C1COCC1. (2) The reactants are [C:1]([O:5][C:6]([N:8]1[CH2:13][CH2:12][CH:11]([C:14]2[C:19](Br)=[CH:18][CH:17]=[CH:16][N:15]=2)[CH2:10][CH2:9]1)=[O:7])([CH3:4])([CH3:3])[CH3:2].[NH:21]1[C:29]2[C:24](=[CH:25][CH:26]=[CH:27][CH:28]=2)[CH2:23][CH2:22]1.C1C=CC(P(C2C(C3C(P(C4C=CC=CC=4)C4C=CC=CC=4)=CC=C4C=3C=CC=C4)=C3C(C=CC=C3)=CC=2)C2C=CC=CC=2)=CC=1.C(O[Na])(C)(C)C. The catalyst is C1(C)C=CC=CC=1.C1C=CC(/C=C/C(/C=C/C2C=CC=CC=2)=O)=CC=1.C1C=CC(/C=C/C(/C=C/C2C=CC=CC=2)=O)=CC=1.C1C=CC(/C=C/C(/C=C/C2C=CC=CC=2)=O)=CC=1.[Pd].[Pd]. The product is [C:1]([O:5][C:6]([N:8]1[CH2:13][CH2:12][CH:11]([C:14]2[C:19]([N:21]3[C:29]4[C:24](=[CH:25][CH:26]=[CH:27][CH:28]=4)[CH2:23][CH2:22]3)=[CH:18][CH:17]=[CH:16][N:15]=2)[CH2:10][CH2:9]1)=[O:7])([CH3:4])([CH3:3])[CH3:2]. The yield is 0.320. (3) The reactants are [OH:1][C:2]1[C:7]([CH3:8])=[C:6]([CH3:9])[CH:5]=[C:4]([CH3:10])[C:3]=1[C:11](=[O:13])[CH3:12].[H-].[Na+].[CH2:16](Br)[C:17]1[CH:22]=[CH:21][CH:20]=[CH:19][CH:18]=1. The catalyst is CN(C)C=O. The product is [CH2:16]([O:1][C:2]1[C:7]([CH3:8])=[C:6]([CH3:9])[CH:5]=[C:4]([CH3:10])[C:3]=1[C:11](=[O:13])[CH3:12])[C:17]1[CH:22]=[CH:21][CH:20]=[CH:19][CH:18]=1. The yield is 0.787.